Dataset: Full USPTO retrosynthesis dataset with 1.9M reactions from patents (1976-2016). Task: Predict the reactants needed to synthesize the given product. (1) Given the product [C:1]1([C:7]2[C:11]([C:12]([F:15])([F:13])[F:14])=[C:10]([C:16]3[S:17][C:18]4[C:28]5[C:23](=[CH:24][C:25]([CH2:29][N:31]6[CH2:34][CH:33]([C:35]([OH:37])=[O:36])[CH2:32]6)=[CH:26][CH:27]=5)[CH2:22][CH2:21][C:19]=4[N:20]=3)[O:9][N:8]=2)[CH:2]=[CH:3][CH:4]=[CH:5][CH:6]=1.[C:11]([OH:36])([C:12]([F:15])([F:14])[F:13])=[O:45], predict the reactants needed to synthesize it. The reactants are: [C:1]1([C:7]2[C:11]([C:12]([F:15])([F:14])[F:13])=[C:10]([C:16]3[S:17][C:18]4[C:28]5[C:23](=[CH:24][C:25]([CH:29]=O)=[CH:26][CH:27]=5)[CH2:22][CH2:21][C:19]=4[N:20]=3)[O:9][N:8]=2)[CH:6]=[CH:5][CH:4]=[CH:3][CH:2]=1.[NH:31]1[CH2:34][CH:33]([C:35]([OH:37])=[O:36])[CH2:32]1.C([BH3-])#N.[Na+].CC#N.[OH2:45]. (2) Given the product [CH3:23][O:24][C:25]1[CH:34]=[CH:33][C:28]([C:29]([O:31][CH3:32])=[O:30])=[C:27]([O:15][S:8]([C:11]([F:14])([F:13])[F:12])(=[O:10])=[O:9])[CH:26]=1, predict the reactants needed to synthesize it. The reactants are: C(N(CC)CC)C.[S:8]([O:15]S(C(F)(F)F)(=O)=O)([C:11]([F:14])([F:13])[F:12])(=[O:10])=[O:9].[CH3:23][O:24][C:25]1[CH:34]=[CH:33][C:28]([C:29]([O:31][CH3:32])=[O:30])=[C:27](O)[CH:26]=1.